From a dataset of Full USPTO retrosynthesis dataset with 1.9M reactions from patents (1976-2016). Predict the reactants needed to synthesize the given product. (1) Given the product [CH3:36][O:37][C:38](=[O:47])[C:39]1[CH:44]=[CH:43][C:42]([CH2:45][O:28][C:25]2[CH:26]=[CH:27][C:22]([O:21][C:20]3[CH:29]=[CH:30][CH:31]=[C:18]([C:17]4[C:16]5[C:11](=[C:12]([C:32]([F:35])([F:33])[F:34])[CH:13]=[CH:14][CH:15]=5)[N:10]=[CH:9][C:8]=4[CH2:1][C:2]4[CH:3]=[CH:4][CH:5]=[CH:6][CH:7]=4)[CH:19]=3)=[CH:23][CH:24]=2)=[CH:41][CH:40]=1, predict the reactants needed to synthesize it. The reactants are: [CH2:1]([C:8]1[CH:9]=[N:10][C:11]2[C:16]([C:17]=1[C:18]1[CH:19]=[C:20]([CH:29]=[CH:30][CH:31]=1)[O:21][C:22]1[CH:27]=[CH:26][C:25]([OH:28])=[CH:24][CH:23]=1)=[CH:15][CH:14]=[CH:13][C:12]=2[C:32]([F:35])([F:34])[F:33])[C:2]1[CH:7]=[CH:6][CH:5]=[CH:4][CH:3]=1.[CH3:36][O:37][C:38](=[O:47])[C:39]1[CH:44]=[CH:43][C:42]([CH2:45]Br)=[CH:41][CH:40]=1. (2) The reactants are: Br[C:2]1([CH2:13][C:14]2[CH:19]=[CH:18][CH:17]=[C:16]([Cl:20])[CH:15]=2)[C:10]2[C:5](=[CH:6][C:7]([Cl:11])=[CH:8][CH:9]=2)[NH:4][C:3]1=[O:12].[CH:21]1([NH2:27])[CH2:26][CH2:25][CH2:24][CH2:23][CH2:22]1.CCN(C(C)C)C(C)C. Given the product [Cl:11][C:7]1[CH:6]=[C:5]2[C:10]([C:2]([CH2:13][C:14]3[CH:19]=[CH:18][CH:17]=[C:16]([Cl:20])[CH:15]=3)([NH:27][CH:21]3[CH2:26][CH2:25][CH2:24][CH2:23][CH2:22]3)[C:3](=[O:12])[NH:4]2)=[CH:9][CH:8]=1, predict the reactants needed to synthesize it. (3) Given the product [Br:17][C:4]1[O:3][C:2]([CH3:1])=[N:6][C:5]=1[C:7]1[CH:16]=[CH:15][C:14]2[CH2:13][CH2:12][CH2:11][CH2:10][C:9]=2[CH:8]=1, predict the reactants needed to synthesize it. The reactants are: [CH3:1][C:2]1[O:3][CH:4]=[C:5]([C:7]2[CH:16]=[CH:15][C:14]3[CH2:13][CH2:12][CH2:11][CH2:10][C:9]=3[CH:8]=2)[N:6]=1.[Br:17]Br.C(=O)([O-])O.[Na+]. (4) Given the product [F:7][C:8]1[CH:9]=[C:10]([C:15]2(/[CH:21]=[CH:24]/[C:25]([O:4][CH2:2][CH3:5])=[O:26])[CH2:16][CH2:17][CH2:18][CH2:19][CH2:20]2)[CH:11]=[CH:12][C:13]=1[F:14], predict the reactants needed to synthesize it. The reactants are: C[C:2]([CH3:5])([O-:4])C.[K+].[F:7][C:8]1[CH:9]=[C:10]([C:15]2([CH:21]=O)[CH2:20][CH2:19][CH2:18][CH2:17][CH2:16]2)[CH:11]=[CH:12][C:13]=1[F:14].C1C[O:26][CH2:25][CH2:24]1.